Regression. Given a peptide amino acid sequence and an MHC pseudo amino acid sequence, predict their binding affinity value. This is MHC class II binding data. From a dataset of Peptide-MHC class II binding affinity with 134,281 pairs from IEDB. (1) The peptide sequence is EFYHSYLQIQDEIPS. The MHC is DRB1_0101 with pseudo-sequence DRB1_0101. The binding affinity (normalized) is 0.738. (2) The peptide sequence is TPTSLLISWGHYPLH. The MHC is DRB1_1001 with pseudo-sequence DRB1_1001. The binding affinity (normalized) is 0.299. (3) The peptide sequence is KKDLISYGGGWRLSA. The MHC is DRB5_0101 with pseudo-sequence DRB5_0101. The binding affinity (normalized) is 0.606.